From a dataset of Reaction yield outcomes from USPTO patents with 853,638 reactions. Predict the reaction yield, written as a fraction of the theoretical maximum amount of product (1.0 means a 100% yield; for example, 0.34 means a 34% yield). The reactants are [C:1]1(C)C=CC=C[CH:2]=1.[CH2:8]([O:15][C:16]1[CH:17]=[C:18]([CH2:30][C:31]#[N:32])[CH:19]=[CH:20][C:21]=1[O:22][CH2:23][C:24]1[CH:29]=[CH:28][CH:27]=[CH:26][CH:25]=1)[C:9]1[CH:14]=[CH:13][CH:12]=[CH:11][CH:10]=1.BrCCCl. The catalyst is [N+](CCCC)(CCCC)(CCCC)CCCC.[Br-].[OH-].[Na+].O. The product is [CH2:8]([O:15][C:16]1[CH:17]=[C:18]([C:30]2([C:31]#[N:32])[CH2:2][CH2:1]2)[CH:19]=[CH:20][C:21]=1[O:22][CH2:23][C:24]1[CH:29]=[CH:28][CH:27]=[CH:26][CH:25]=1)[C:9]1[CH:10]=[CH:11][CH:12]=[CH:13][CH:14]=1. The yield is 0.660.